This data is from Forward reaction prediction with 1.9M reactions from USPTO patents (1976-2016). The task is: Predict the product of the given reaction. The product is: [OH:25][CH2:26][C:27]([NH:30][S:31]([C:34]1[S:38][C:37]([C:14]#[C:13][C:12]2[CH:11]=[N:10][N:9]3[C:4]([CH:1]4[CH2:3][CH2:2]4)=[CH:5][C:6]([C:15]4[CH:16]=[CH:17][C:18]([C:21]([F:22])([F:23])[F:24])=[CH:19][CH:20]=4)=[N:7][C:8]=23)=[N:36][CH:35]=1)(=[O:33])=[O:32])([CH3:29])[CH3:28]. Given the reactants [CH:1]1([C:4]2[N:9]3[N:10]=[CH:11][C:12]([C:13]#[CH:14])=[C:8]3[N:7]=[C:6]([C:15]3[CH:20]=[CH:19][C:18]([C:21]([F:24])([F:23])[F:22])=[CH:17][CH:16]=3)[CH:5]=2)[CH2:3][CH2:2]1.[OH:25][CH2:26][C:27]([NH:30][S:31]([C:34]1[S:38][C:37](Cl)=[N:36][CH:35]=1)(=[O:33])=[O:32])([CH3:29])[CH3:28], predict the reaction product.